This data is from Full USPTO retrosynthesis dataset with 1.9M reactions from patents (1976-2016). The task is: Predict the reactants needed to synthesize the given product. The reactants are: [F:1][C:2]1[CH:3]=[N:4][CH:5]=[CH:6][C:7]=1[C:8]1[C:9]([C:16]2[CH:17]=[N:18][CH:19]=[CH:20][CH:21]=2)=[N:10][C:11]([NH2:15])=[C:12]([NH2:14])[CH:13]=1.[CH3:22][O:23][C:24]1[CH:32]=[CH:31][C:27]([C:28](Cl)=[O:29])=[CH:26][CH:25]=1.ClCCl. Given the product [NH2:15][C:11]1[N:10]=[C:9]([C:16]2[CH:17]=[N:18][CH:19]=[CH:20][CH:21]=2)[C:8]([C:7]2[CH:6]=[CH:5][N:4]=[CH:3][C:2]=2[F:1])=[CH:13][C:12]=1[NH:14][C:28](=[O:29])[C:27]1[CH:31]=[CH:32][C:24]([O:23][CH3:22])=[CH:25][CH:26]=1, predict the reactants needed to synthesize it.